From a dataset of Full USPTO retrosynthesis dataset with 1.9M reactions from patents (1976-2016). Predict the reactants needed to synthesize the given product. Given the product [NH:1]1[C:5]2[CH:6]=[CH:7][CH:8]=[CH:9][C:4]=2[NH:3][C:2]1=[C:10]([C:21]([C:23]1[CH:28]=[CH:27][CH:26]=[C:25]([C@@H:29]([OH:30])[CH2:33][OH:32])[C:24]=1[F:36])=[O:22])[C:11]([C:13]1[CH:14]=[C:15]([CH:18]=[CH:19][CH:20]=1)[C:16]#[N:17])=[O:12], predict the reactants needed to synthesize it. The reactants are: [NH:1]1[C:5]2[CH:6]=[CH:7][CH:8]=[CH:9][C:4]=2[NH:3][C:2]1=[C:10]([C:21]([C:23]1[CH:28]=[CH:27][CH:26]=[C:25]([C@@H:29]2[CH2:33][O:32]C(C)(C)[O:30]2)[C:24]=1[F:36])=[O:22])[C:11]([C:13]1[CH:14]=[C:15]([CH:18]=[CH:19][CH:20]=1)[C:16]#[N:17])=[O:12].